From a dataset of Catalyst prediction with 721,799 reactions and 888 catalyst types from USPTO. Predict which catalyst facilitates the given reaction. (1) Reactant: [OH:1][C:2]([C:4]([F:7])([F:6])[F:5])=[O:3].[F:8][C:9]1[CH:14]=[CH:13][C:12]([CH2:15][C@H:16]([NH:31]C(=O)OC(C)(C)C)[C:17](=[O:30])[NH:18][C:19]2[O:23][N:22]=[C:21]([C:24]3[CH:29]=[CH:28][N:27]=[CH:26][CH:25]=3)[CH:20]=2)=[CH:11][CH:10]=1.[C:39]([OH:45])([C:41]([F:44])([F:43])[F:42])=[O:40]. Product: [OH:3][C:2]([C:4]([F:7])([F:6])[F:5])=[O:1].[OH:45][C:39]([C:41]([F:44])([F:43])[F:42])=[O:40].[NH2:31][C@@H:16]([CH2:15][C:12]1[CH:11]=[CH:10][C:9]([F:8])=[CH:14][CH:13]=1)[C:17]([NH:18][C:19]1[O:23][N:22]=[C:21]([C:24]2[CH:25]=[CH:26][N:27]=[CH:28][CH:29]=2)[CH:20]=1)=[O:30]. The catalyst class is: 2. (2) Reactant: [CH3:1][O:2][C:3]([O:5][CH:6]1[O:11][C:9](=[O:10])[C:8]([Cl:12])=[C:7]1Cl)=[O:4].[OH:14][C:15]1[CH:16]=[N:17][CH:18]=[CH:19][CH:20]=1.[F-].[Cs+]. Product: [CH3:1][O:2][C:3]([O:5][CH:6]1[O:11][C:9](=[O:10])[C:8]([Cl:12])=[C:7]1[O:14][C:15]1[CH:16]=[N:17][CH:18]=[CH:19][CH:20]=1)=[O:4]. The catalyst class is: 4.